Dataset: NCI-60 drug combinations with 297,098 pairs across 59 cell lines. Task: Regression. Given two drug SMILES strings and cell line genomic features, predict the synergy score measuring deviation from expected non-interaction effect. Drug 1: CC1=C(C=C(C=C1)NC2=NC=CC(=N2)N(C)C3=CC4=NN(C(=C4C=C3)C)C)S(=O)(=O)N.Cl. Drug 2: C1=CC(=CC=C1CCCC(=O)O)N(CCCl)CCCl. Cell line: KM12. Synergy scores: CSS=2.16, Synergy_ZIP=-2.23, Synergy_Bliss=-3.96, Synergy_Loewe=-2.51, Synergy_HSA=-1.85.